Dataset: Catalyst prediction with 721,799 reactions and 888 catalyst types from USPTO. Task: Predict which catalyst facilitates the given reaction. Reactant: C[O:2][C:3](=[O:25])[C:4]1[CH:9]=[CH:8][C:7]([NH:10][CH:11]([CH2:14][CH3:15])[CH2:12][CH3:13])=[C:6]([NH:16][C:17](=O)[CH2:18][N:19]2[CH:23]=[CH:22][CH:21]=[N:20]2)[CH:5]=1.Cl.[OH-].[Na+]. Product: [CH2:12]([CH:11]([N:10]1[C:7]2[CH:8]=[CH:9][C:4]([C:3]([OH:2])=[O:25])=[CH:5][C:6]=2[N:16]=[C:17]1[CH2:18][N:19]1[CH:23]=[CH:22][CH:21]=[N:20]1)[CH2:14][CH3:15])[CH3:13]. The catalyst class is: 12.